This data is from Full USPTO retrosynthesis dataset with 1.9M reactions from patents (1976-2016). The task is: Predict the reactants needed to synthesize the given product. (1) Given the product [O:35]1[C:39]2[CH:40]=[CH:41][CH:42]=[CH:43][C:38]=2[CH:37]=[C:36]1[C:44]([N:22]1[CH2:21][CH2:20][C:19]([CH2:18][CH2:17][N:16]2[C@H:14]3[CH2:13][CH2:12][C@@H:11]2[CH2:10][CH:9]([N:8]2[C:7]4[CH:31]=[CH:32][CH:33]=[CH:34][C:6]=4[N:5]=[C:4]2[CH3:3])[CH2:15]3)([C:25]2[CH:30]=[CH:29][CH:28]=[CH:27][CH:26]=2)[CH2:24][CH2:23]1)=[O:45], predict the reactants needed to synthesize it. The reactants are: Cl.Cl.[CH3:3][C:4]1[N:8]([CH:9]2[CH2:15][CH:14]3[N:16]([CH2:17][CH2:18][C:19]4([C:25]5[CH:30]=[CH:29][CH:28]=[CH:27][CH:26]=5)[CH2:24][CH2:23][NH:22][CH2:21][CH2:20]4)[CH:11]([CH2:12][CH2:13]3)[CH2:10]2)[C:7]2[CH:31]=[CH:32][CH:33]=[CH:34][C:6]=2[N:5]=1.[O:35]1[C:39]2[CH:40]=[CH:41][CH:42]=[CH:43][C:38]=2[CH:37]=[C:36]1[C:44](O)=[O:45].C(N(CC)CC)C.F[P-](F)(F)(F)(F)F.N1(OC(N(C)C)=[N+](C)C)C2N=CC=CC=2N=N1. (2) Given the product [OH:24][C:25]1[CH:30]=[CH:29][C:28]([C:31](=[O:38])[CH2:32][CH2:15][C:3]2[S:4][C:5]3[CH:10]=[C:9]([C:11]([F:12])([F:13])[F:14])[CH:8]=[CH:7][C:6]=3[C:2]=2[CH3:1])=[CH:27][C:26]=1[CH3:39], predict the reactants needed to synthesize it. The reactants are: [CH3:1][C:2]1[C:6]2[CH:7]=[CH:8][C:9]([C:11]([F:14])([F:13])[F:12])=[CH:10][C:5]=2[S:4][C:3]=1[CH2:15]O.C([O:24][C:25]1[CH:30]=[CH:29][C:28]([C:31](=[O:38])[CH2:32]C(OCC)=O)=[CH:27][C:26]=1[CH3:39])C1C=CC=CC=1. (3) Given the product [CH3:17][Si:2]([CH3:1])([CH3:16])[CH2:3][CH2:4][O:5][C:6](=[O:15])[CH2:7][C@@H:8]([CH3:14])[CH2:9][C:10]([OH:12])=[O:11], predict the reactants needed to synthesize it. The reactants are: [CH3:1][Si:2]([CH3:17])([CH3:16])[CH2:3][CH2:4][O:5][C:6](=[O:15])[CH2:7][C@@H:8]([CH3:14])[CH2:9][C:10]([O:12]C)=[O:11].O.[OH-].[Li+].[Cl-].[NH4+].C(OCC)(=O)C. (4) The reactants are: [CH2:1]([O:3][C:4]([N:6]1[CH2:11][CH2:10][NH:9][CH2:8][CH2:7]1)=[O:5])[CH3:2].C(N(CC)CC)C.[Cl:19][CH2:20][C:21](Cl)=[O:22]. Given the product [CH2:1]([O:3][C:4]([N:6]1[CH2:7][CH2:8][N:9]([C:21]([CH2:20][Cl:19])=[O:22])[CH2:10][CH2:11]1)=[O:5])[CH3:2], predict the reactants needed to synthesize it. (5) Given the product [CH3:29][N:30]([CH3:31])[C:2]1[CH:3]=[CH:4][C:5]([C:8]([N:10]2[CH2:15][CH2:14][N:13]([S:16]([C:19]3[CH:24]=[CH:23][C:22]([C:25]([F:28])([F:27])[F:26])=[CH:21][CH:20]=3)(=[O:18])=[O:17])[CH2:12][CH2:11]2)=[O:9])=[CH:6][N:7]=1, predict the reactants needed to synthesize it. The reactants are: Cl[C:2]1[N:7]=[CH:6][C:5]([C:8]([N:10]2[CH2:15][CH2:14][N:13]([S:16]([C:19]3[CH:24]=[CH:23][C:22]([C:25]([F:28])([F:27])[F:26])=[CH:21][CH:20]=3)(=[O:18])=[O:17])[CH2:12][CH2:11]2)=[O:9])=[CH:4][CH:3]=1.[CH3:29][NH:30][CH3:31].